From a dataset of Forward reaction prediction with 1.9M reactions from USPTO patents (1976-2016). Predict the product of the given reaction. (1) Given the reactants [OH:1][C:2]1[CH:3]=[C:4]([CH:7]=[CH:8][CH:9]=1)[CH:5]=[O:6].[C:10]([O:15][C:16]([CH3:19])([CH3:18])[CH3:17])(=[O:14])[C@@H:11]([CH3:13])O.C1(P(C2C=CC=CC=2)C2C=CC=CC=2)C=CC=CC=1.N(C(OCC)=O)=NC(OCC)=O, predict the reaction product. The product is: [CH:5]([C:4]1[CH:3]=[C:2]([CH:9]=[CH:8][CH:7]=1)[O:1][C@@H:11]([CH3:13])[C:10]([O:15][C:16]([CH3:19])([CH3:18])[CH3:17])=[O:14])=[O:6]. (2) The product is: [OH:16][CH:13]1[CH2:14][CH2:15][N:10]([C:2]2[CH:3]=[CH:4][C:5](=[O:9])[N:6]([CH3:8])[N:7]=2)[CH2:11][CH2:12]1. Given the reactants Cl[C:2]1[CH:3]=[CH:4][C:5](=[O:9])[N:6]([CH3:8])[N:7]=1.[NH:10]1[CH2:15][CH2:14][CH:13]([OH:16])[CH2:12][CH2:11]1, predict the reaction product. (3) Given the reactants [CH2:1]([O:3][C:4](=[O:14])[CH2:5][C:6]1[CH:11]=[CH:10][C:9]([Cl:12])=[C:8]([OH:13])[CH:7]=1)[CH3:2].[Br:15][C:16]1[CH:17]=[CH:18][C:19](F)=[C:20]([CH:23]=1)[CH:21]=[O:22], predict the reaction product. The product is: [CH2:1]([O:3][C:4](=[O:14])[CH2:5][C:6]1[CH:11]=[CH:10][C:9]([Cl:12])=[C:8]([O:13][C:19]2[CH:18]=[CH:17][C:16]([Br:15])=[CH:23][C:20]=2[CH:21]=[O:22])[CH:7]=1)[CH3:2]. (4) Given the reactants [O:1]=[C:2]1[N:11]=[C:10]2[C:5](=[CH:6][CH:7]=[C:8]([C:12]([O:14]C)=[O:13])[NH:9]2)[CH2:4][CH2:3]1.O.[OH-].[Na+], predict the reaction product. The product is: [O:1]=[C:2]1[N:11]=[C:10]2[C:5](=[CH:6][CH:7]=[C:8]([C:12]([OH:14])=[O:13])[NH:9]2)[CH2:4][CH2:3]1.